The task is: Predict the reactants needed to synthesize the given product.. This data is from Full USPTO retrosynthesis dataset with 1.9M reactions from patents (1976-2016). (1) Given the product [CH2:26]([S:23]([C:20]1[CH:21]=[CH:22][C:17]([CH2:16][N:9]2[C:10]3=[N:11][CH:12]=[CH:13][CH:14]=[C:15]3[C:7]([CH2:6][C:5]([OH:29])=[O:4])=[C:8]2[CH3:28])=[CH:18][CH:19]=1)(=[O:25])=[O:24])[CH3:27], predict the reactants needed to synthesize it. The reactants are: [OH-].[Na+].C[O:4][C:5](=[O:29])[CH2:6][C:7]1[C:15]2[C:10](=[N:11][CH:12]=[CH:13][CH:14]=2)[N:9]([CH2:16][C:17]2[CH:22]=[CH:21][C:20]([S:23]([CH2:26][CH3:27])(=[O:25])=[O:24])=[CH:19][CH:18]=2)[C:8]=1[CH3:28]. (2) Given the product [CH3:1][C:2]1[CH:6]=[C:5]([C:7]2[CH2:11][C:10]([C:16]3[CH:17]=[C:18]([Cl:24])[C:19]([Cl:23])=[C:20]([Cl:22])[CH:21]=3)([C:12]([F:15])([F:14])[F:13])[O:9][N:8]=2)[O:4][C:3]=1[CH:25]=[O:26], predict the reactants needed to synthesize it. The reactants are: [CH3:1][C:2]1[CH:6]=[C:5]([C:7]2[CH2:11][C:10]([C:16]3[CH:21]=[C:20]([Cl:22])[C:19]([Cl:23])=[C:18]([Cl:24])[CH:17]=3)([C:12]([F:15])([F:14])[F:13])[O:9][N:8]=2)[O:4][C:3]=1[CH2:25][OH:26]. (3) Given the product [NH2:16][C:15]1[C:14]2[C:13](=[CH:20][CH:19]=[C:18]([N+:21]([O-:23])=[O:22])[CH:17]=2)[N:12]=[C:2]([CH2:9][CH2:10][CH3:11])[C:3]=1[C:4]([O:6][CH2:7][CH3:8])=[O:5], predict the reactants needed to synthesize it. The reactants are: O=[C:2]([CH2:9][CH2:10][CH3:11])[CH2:3][C:4]([O:6][CH2:7][CH3:8])=[O:5].[NH2:12][C:13]1[CH:20]=[CH:19][C:18]([N+:21]([O-:23])=[O:22])=[CH:17][C:14]=1[C:15]#[N:16].[Sn](Cl)(Cl)(Cl)Cl. (4) Given the product [CH2:24]([N:12]1[C:13]2[N:14]=[C:15]([Cl:23])[NH:16][C:17]=2[C:18](=[O:19])[N:10]([CH2:9][CH2:8][CH2:7][CH2:6][N:43]2[N:44]=[N:45][C:41]([C:35]3[CH:40]=[CH:39][CH:38]=[CH:37][CH:36]=3)=[N:42]2)[C:11]1=[O:28])[CH2:25][CH2:26][CH3:27], predict the reactants needed to synthesize it. The reactants are: CS(O[CH2:6][CH2:7][CH2:8][CH2:9][N:10]1[C:18](=[O:19])[C:17]2[N:16](CC=C)[C:15]([Cl:23])=[N:14][C:13]=2[N:12]([CH2:24][CH2:25][CH2:26][CH3:27])[C:11]1=[O:28])(=O)=O.C([O-])([O-])=O.[Cs+].[Cs+].[C:35]1([C:41]2[NH:45][N:44]=[N:43][N:42]=2)[CH:40]=[CH:39][CH:38]=[CH:37][CH:36]=1.N1CCOCC1. (5) Given the product [CH2:12]([N:14]1[C:18]([C:19]2[CH:20]=[C:21]([CH:24]=[CH:25][CH:26]=2)[C:22]#[N:23])=[CH:17][C:16]([O:27][C:2]2[CH:7]=[CH:6][C:5]([F:8])=[CH:4][C:3]=2[N+:9]([O-:11])=[O:10])=[N:15]1)[CH3:13], predict the reactants needed to synthesize it. The reactants are: F[C:2]1[CH:7]=[CH:6][C:5]([F:8])=[CH:4][C:3]=1[N+:9]([O-:11])=[O:10].[CH2:12]([N:14]1[C:18]([C:19]2[CH:20]=[C:21]([CH:24]=[CH:25][CH:26]=2)[C:22]#[N:23])=[CH:17][C:16](=[O:27])[NH:15]1)[CH3:13].C(=O)([O-])[O-].[K+].[K+]. (6) Given the product [Cl:1][C:2]1[CH:17]=[CH:16][C:5]2[O:6][CH2:7][C:8]3[CH:15]=[CH:14][CH:13]=[CH:12][C:9]=3[N:10]([C:18](=[O:20])[CH3:19])[CH2:11][C:4]=2[CH:3]=1, predict the reactants needed to synthesize it. The reactants are: [Cl:1][C:2]1[CH:17]=[CH:16][C:5]2[O:6][CH2:7][C:8]3[CH:15]=[CH:14][CH:13]=[CH:12][C:9]=3[NH:10][CH2:11][C:4]=2[CH:3]=1.[C:18](OC(=O)C)(=[O:20])[CH3:19].N1C=CC=CC=1.